This data is from Forward reaction prediction with 1.9M reactions from USPTO patents (1976-2016). The task is: Predict the product of the given reaction. (1) Given the reactants [NH:1]([C:9]([O:11][C:12]([CH3:15])([CH3:14])[CH3:13])=[O:10])[C:2]([O:4][C:5]([CH3:8])([CH3:7])[CH3:6])=[O:3].C([O-])([O-])=O.[K+].[K+].Cl[CH2:23][C:24]1[O:25][C:26]2[CH:32]=[C:31]([C:33]3[C:41]4[C:36](=[CH:37][C:38]([F:42])=[CH:39][CH:40]=4)[N:35]([S:43]([C:46]4[CH:51]=[CH:50][CH:49]=[CH:48][CH:47]=4)(=[O:45])=[O:44])[CH:34]=3)[CH:30]=[CH:29][C:27]=2[N:28]=1.Cl, predict the reaction product. The product is: [C:46]1([S:43]([N:35]2[C:36]3[C:41](=[CH:40][CH:39]=[C:38]([F:42])[CH:37]=3)[C:33]([C:31]3[CH:30]=[CH:29][C:27]4[N:28]=[C:24]([CH2:23][N:1]([C:2]([O:4][C:5]([CH3:6])([CH3:7])[CH3:8])=[O:3])[C:9](=[O:10])[O:11][C:12]([CH3:15])([CH3:14])[CH3:13])[O:25][C:26]=4[CH:32]=3)=[CH:34]2)(=[O:45])=[O:44])[CH:47]=[CH:48][CH:49]=[CH:50][CH:51]=1. (2) Given the reactants [NH2:1][C:2]1[N:6]([CH2:7][CH3:8])[N:5]=[CH:4][CH:3]=1.Cl[C:10]([CH:13]([C:19]([O:21][CH2:22][CH3:23])=[O:20])[C:14]([O:16][CH2:17][CH3:18])=[O:15])=[CH:11][CH3:12].ClC(=C(C(OCC)=O)C(OCC)=O)CC.C(N(CC)CC)C, predict the reaction product. The product is: [CH2:7]([N:6]1[C:2]([NH:1][C:10](=[C:13]([C:19]([O:21][CH2:22][CH3:23])=[O:20])[C:14]([O:16][CH2:17][CH3:18])=[O:15])[CH2:11][CH3:12])=[CH:3][CH:4]=[N:5]1)[CH3:8]. (3) Given the reactants [H-].[Na+].[CH3:3][N:4]([CH:6]=O)[CH3:5].[Br:8][C:9]1[CH:10]=[N:11][CH:12]=[C:13]([C:15]2C=CN[CH:16]=2)[CH:14]=1.CI, predict the reaction product. The product is: [Br:8][C:9]1[CH:10]=[N:11][CH:12]=[C:13]([C:15]2[CH:16]=[CH:6][N:4]([CH3:5])[CH:3]=2)[CH:14]=1. (4) Given the reactants [Cl-].O[NH3+:3].[C:4](=[O:7])([O-])[OH:5].[Na+].CS(C)=O.[C:13]([C:15]1[CH:20]=[CH:19][CH:18]=[CH:17][C:16]=1[C:21]1[CH:26]=[CH:25][C:24]([CH2:27][C:28]2[C:33](=[O:34])[N:32]([C:35]3[CH:48]=[CH:47][C:38]([O:39][C:40]([CH3:46])([CH3:45])[C:41]([O:43][CH3:44])=[O:42])=[CH:37][CH:36]=3)[C:31]([CH3:49])=[N:30][C:29]=2[CH2:50][CH2:51][CH3:52])=[CH:23][CH:22]=1)#[N:14], predict the reaction product. The product is: [CH3:46][C:40]([O:39][C:38]1[CH:37]=[CH:36][C:35]([N:32]2[C:33](=[O:34])[C:28]([CH2:27][C:24]3[CH:23]=[CH:22][C:21]([C:16]4[CH:17]=[CH:18][CH:19]=[CH:20][C:15]=4[C:13]4[NH:3][C:4](=[O:7])[O:5][N:14]=4)=[CH:26][CH:25]=3)=[C:29]([CH2:50][CH2:51][CH3:52])[N:30]=[C:31]2[CH3:49])=[CH:48][CH:47]=1)([CH3:45])[C:41]([O:43][CH3:44])=[O:42]. (5) Given the reactants [Br:1][C:2]1[CH:7]=[CH:6][C:5]([OH:8])=[CH:4][C:3]=1[O:9][CH3:10].Br[CH2:12][CH2:13][CH2:14][CH2:15][C:16]([O:18][CH2:19][CH3:20])=[O:17].C(=O)([O-])[O-].[K+].[K+].O, predict the reaction product. The product is: [Br:1][C:2]1[CH:7]=[CH:6][C:5]([O:8][CH2:12][CH2:13][CH2:14][CH2:15][C:16]([O:18][CH2:19][CH3:20])=[O:17])=[CH:4][C:3]=1[O:9][CH3:10]. (6) Given the reactants [CH:1]([C:3]1[CH:8]=[CH:7][C:6]([C:9]2[O:13][N:12]=[C:11]([C:14]3[CH:29]=[C:28]([CH3:30])[C:17]([O:18][CH2:19][CH:20]([OH:27])[CH2:21][NH:22][C:23](=[O:26])[CH2:24][OH:25])=[C:16]([CH3:31])[CH:15]=3)[N:10]=2)=[CH:5][CH:4]=1)=O.[CH3:32][NH:33][CH3:34], predict the reaction product. The product is: [CH3:32][N:33]([CH2:1][C:3]1[CH:8]=[CH:7][C:6]([C:9]2[O:13][N:12]=[C:11]([C:14]3[CH:29]=[C:28]([CH3:30])[C:17]([O:18][CH2:19][CH:20]([OH:27])[CH2:21][NH:22][C:23](=[O:26])[CH2:24][OH:25])=[C:16]([CH3:31])[CH:15]=3)[N:10]=2)=[CH:5][CH:4]=1)[CH3:34].